From a dataset of Forward reaction prediction with 1.9M reactions from USPTO patents (1976-2016). Predict the product of the given reaction. (1) Given the reactants C(C1C=C(C=CC=1)OCC(O)=O)=O.CN1CCCCC1.[CH:21]([C:23]1[CH:24]=[C:25]([CH:43]=[CH:44][CH:45]=1)[O:26][CH2:27][C:28]([N:30]1[CH2:35][CH2:34][N:33]([C:36](OC(C)(C)C)=O)[CH2:32][CH2:31]1)=[O:29])=[O:22], predict the reaction product. The product is: [CH3:36][N:33]1[CH2:34][CH2:35][N:30]([C:28](=[O:29])[CH2:27][O:26][C:25]2[CH:24]=[C:23]([CH:45]=[CH:44][CH:43]=2)[CH:21]=[O:22])[CH2:31][CH2:32]1. (2) Given the reactants [Cl:1][C:2]1[CH:7]=[CH:6][C:5]([O:8][CH3:9])=[CH:4][C:3]=1[C:10]1[CH:15]=[CH:14][CH:13]=[C:12]([F:16])[CH:11]=1.S(=O)(=O)(O)O.[I:22]N1C(=O)CCC1=O, predict the reaction product. The product is: [Cl:1][C:2]1[CH:7]=[C:6]([I:22])[C:5]([O:8][CH3:9])=[CH:4][C:3]=1[C:10]1[CH:15]=[CH:14][CH:13]=[C:12]([F:16])[CH:11]=1. (3) The product is: [NH2:39][C:36]1[CH:37]=[CH:38][C:33]([O:32][C:27]2[C:26]([C:2]3[CH:7]=[CH:6][N:5]=[C:4]4[N:8]([C:11]([O:13][C:14]([CH3:17])([CH3:16])[CH3:15])=[O:12])[CH:9]=[CH:10][C:3]=34)=[CH:31][CH:30]=[CH:29][N:28]=2)=[CH:34][CH:35]=1. Given the reactants Cl[C:2]1[CH:7]=[CH:6][N:5]=[C:4]2[N:8]([C:11]([O:13][C:14]([CH3:17])([CH3:16])[CH3:15])=[O:12])[CH:9]=[CH:10][C:3]=12.CC1(C)C(C)(C)OB([C:26]2[C:27]([O:32][C:33]3[CH:38]=[CH:37][C:36]([NH2:39])=[CH:35][CH:34]=3)=[N:28][CH:29]=[CH:30][CH:31]=2)O1.C(=O)([O-])[O-].[Na+].[Na+].O1CCOCC1.O.C([PH+](C(C)(C)C)C(C)(C)C)(C)(C)C, predict the reaction product. (4) Given the reactants [O-]CC.[Na+].[C:5]([NH:8][C:9](=[O:32])[N:10]([CH2:28][CH:29]([CH3:31])[CH3:30])[C:11]1[S:12][C:13]([CH2:21][C:22]2[CH:27]=[CH:26][CH:25]=[CH:24][CH:23]=2)=[CH:14][C:15]=1[C:16](OCC)=[O:17])(=O)C.IC, predict the reaction product. The product is: [CH3:5][N:8]1[C:16](=[O:17])[C:15]2[CH:14]=[C:13]([CH2:21][C:22]3[CH:27]=[CH:26][CH:25]=[CH:24][CH:23]=3)[S:12][C:11]=2[N:10]([CH2:28][CH:29]([CH3:31])[CH3:30])[C:9]1=[O:32].